This data is from Peptide-MHC class I binding affinity with 185,985 pairs from IEDB/IMGT. The task is: Regression. Given a peptide amino acid sequence and an MHC pseudo amino acid sequence, predict their binding affinity value. This is MHC class I binding data. The peptide sequence is EVVGSYIRY. The MHC is HLA-B51:01 with pseudo-sequence HLA-B51:01. The binding affinity (normalized) is 0.0847.